From a dataset of Catalyst prediction with 721,799 reactions and 888 catalyst types from USPTO. Predict which catalyst facilitates the given reaction. (1) Reactant: [CH3:1][C@H:2]1[CH2:6][CH2:5][CH2:4][N:3]1[CH2:7][CH2:8][CH2:9][O:10][C:11]1[CH:16]=[CH:15][C:14]([N:17]2[CH2:22][CH2:21][N:20](C(OC(C)(C)C)=O)[CH2:19][C:18]2=[O:30])=[CH:13][CH:12]=1.FC(F)(F)C(O)=O. Product: [CH3:1][C@H:2]1[CH2:6][CH2:5][CH2:4][N:3]1[CH2:7][CH2:8][CH2:9][O:10][C:11]1[CH:16]=[CH:15][C:14]([N:17]2[CH2:22][CH2:21][NH:20][CH2:19][C:18]2=[O:30])=[CH:13][CH:12]=1. The catalyst class is: 2. (2) Reactant: [F:1][C:2]([F:36])([F:35])[C:3]1[CH:4]=[C:5]([CH:28]=[C:29]([C:31]([F:34])([F:33])[F:32])[CH:30]=1)[CH2:6][N:7]([CH3:27])[C:8](=[O:26])[C:9]1[C:14]([C:15]2[CH:20]=[CH:19][CH:18]=[CH:17][C:16]=2[CH3:21])=[CH:13][C:12]([C:22](=O)[CH2:23]Br)=[N:11][CH:10]=1.[NH2:37][C:38]([NH2:40])=[S:39]. Product: [NH2:40][C:38]1[S:39][CH:23]=[C:22]([C:12]2[CH:13]=[C:14]([C:15]3[CH:20]=[CH:19][CH:18]=[CH:17][C:16]=3[CH3:21])[C:9]([C:8]([N:7]([CH2:6][C:5]3[CH:28]=[C:29]([C:31]([F:34])([F:32])[F:33])[CH:30]=[C:3]([C:2]([F:36])([F:35])[F:1])[CH:4]=3)[CH3:27])=[O:26])=[CH:10][N:11]=2)[N:37]=1. The catalyst class is: 8. (3) Reactant: [O:1]1[CH2:3][CH:2]1[CH2:4][O:5][C:6]1[CH:7]=[C:8]([CH:11]=[CH:12][CH:13]=1)[CH:9]=O.[CH:14]1([NH2:19])[CH2:18][CH2:17][CH2:16][CH2:15]1.[BH4-].[Na+]. Product: [O:1]1[CH2:3][CH:2]1[CH2:4][O:5][C:6]1[CH:7]=[C:8]([CH:11]=[CH:12][CH:13]=1)[CH2:9][NH:19][CH:14]1[CH2:18][CH2:17][CH2:16][CH2:15]1. The catalyst class is: 5. (4) Reactant: [OH:1][CH2:2][C@H:3]1[CH2:7][CH2:6][CH2:5][C@@H:4]1[NH:8][C:9](=[O:15])[O:10][C:11]([CH3:14])([CH3:13])[CH3:12].CCN(CC)CC.[CH3:23][S:24](Cl)(=[O:26])=[O:25].Cl. Product: [CH3:23][S:24]([O:1][CH2:2][C@H:3]1[CH2:7][CH2:6][CH2:5][C@@H:4]1[NH:8][C:9]([O:10][C:11]([CH3:12])([CH3:14])[CH3:13])=[O:15])(=[O:26])=[O:25]. The catalyst class is: 2. (5) Reactant: [OH:1][C:2]1[CH:7]=[CH:6][C:5]([C:8]2[CH:13]=[CH:12][C:11]([OH:14])=[CH:10][CH:9]=2)=[CH:4][CH:3]=1.[OH-].[K+].Br[CH2:18][CH2:19][CH2:20][CH2:21][CH2:22][CH2:23][CH2:24][CH3:25]. Product: [CH2:18]([O:1][C:2]1[CH:3]=[CH:4][C:5]([C:8]2[CH:13]=[CH:12][C:11]([O:14][CH2:6][CH2:7][CH2:2][CH2:3][CH2:4][CH2:5][CH2:8][CH3:9])=[CH:10][CH:9]=2)=[CH:6][CH:7]=1)[CH2:19][CH2:20][CH2:21][CH2:22][CH2:23][CH2:24][CH3:25]. The catalyst class is: 8. (6) Reactant: [OH:1][CH2:2][C:3]1[O:7][C:6]([C:8]2[CH:13]=[CH:12][CH:11]=[C:10]([I:14])[CH:9]=2)=[N:5][CH:4]=1. Product: [CH:2]([C:3]1[O:7][C:6]([C:8]2[CH:13]=[CH:12][CH:11]=[C:10]([I:14])[CH:9]=2)=[N:5][CH:4]=1)=[O:1]. The catalyst class is: 327. (7) Reactant: [CH:1]([C:3]1[CH:4]=[C:5]([C:9]2[CH:14]=[CH:13][CH:12]=[CH:11][C:10]=2[O:15][C:16]([F:19])([F:18])[F:17])[CH:6]=[CH:7][CH:8]=1)=O.[S:20]1[CH2:24][C:23](=[O:25])[NH:22][C:21]1=[O:26].N1CCCCC1.C(O)(=O)C1C=CC=CC=1. Product: [F:17][C:16]([F:19])([F:18])[O:15][C:10]1[CH:11]=[CH:12][CH:13]=[CH:14][C:9]=1[C:5]1[CH:4]=[C:3]([CH:8]=[CH:7][CH:6]=1)[CH:1]=[C:24]1[S:20][C:21](=[O:26])[NH:22][C:23]1=[O:25]. The catalyst class is: 93. (8) Reactant: [Br:1][C:2]1[CH:15]=[C:14]2[C:5]([O:6][CH2:7][CH2:8][N:9]3[C:13]2=[N:12][C:11]([C:16]([NH2:18])=[O:17])=[CH:10]3)=[CH:4][CH:3]=1.[CH3:19][N:20]([CH:22](OC)OC)[CH3:21]. Product: [Br:1][C:2]1[CH:15]=[C:14]2[C:5]([O:6][CH2:7][CH2:8][N:9]3[C:13]2=[N:12][C:11]([C:16](/[N:18]=[CH:19]/[N:20]([CH3:22])[CH3:21])=[O:17])=[CH:10]3)=[CH:4][CH:3]=1. The catalyst class is: 12. (9) Product: [CH2:42]([S:26][C:25]1[NH:27][C:6](=[O:5])[C:8]2[S:23][C:11]3[N:12]=[C:13]([C:17]4[CH:18]=[CH:19][CH:20]=[CH:21][CH:22]=4)[CH:14]=[C:15]([CH3:16])[C:10]=3[C:9]=2[N:24]=1)[CH3:43]. The catalyst class is: 8. Reactant: [OH-].[Na+].C([O:5][C:6]([C:8]1[S:23][C:11]2=[N:12][C:13]([C:17]3[CH:22]=[CH:21][CH:20]=[CH:19][CH:18]=3)=[CH:14][C:15]([CH3:16])=[C:10]2[C:9]=1[NH:24][C:25]([NH:27]C(=O)C1C=CC=CC=1)=[S:26])=O)C.CN(C)C=O.I[CH2:42][CH3:43]. (10) Reactant: [Cl-].[Al+3].[Cl-].[Cl-].[C:5](Cl)(=[O:7])[CH3:6].[CH2:9]1[C:20]2=[C:21]3[C:16](=[CH:17][CH:18]=[CH:19]2)[CH2:15][CH2:14][CH2:13][CH:12]3[CH2:11][CH2:10]1. Product: [C:19]1([C:5](=[O:7])[CH3:6])[C:20]2=[C:21]3[CH:12]([CH2:11][CH2:10][CH2:9]2)[CH2:13][CH2:14][CH2:15][C:16]3=[CH:17][CH:18]=1. The catalyst class is: 534.